This data is from Forward reaction prediction with 1.9M reactions from USPTO patents (1976-2016). The task is: Predict the product of the given reaction. (1) Given the reactants [Cl:1][C:2]1[N:7]=[N:6][C:5]([CH2:8][CH2:9][C:10]2[N:14]3[CH:15]=[CH:16][CH:17]=[CH:18][C:13]3=[N:12][N:11]=2)=[CH:4][CH:3]=1.[Br:19][C:20]1[CH:21]=[CH:22][C:23]([NH:26][NH:27][C:28](=O)[CH:29]([C:31]2[N:32]=[N:33][C:34](Cl)=[CH:35][CH:36]=2)[CH3:30])=[N:24][CH:25]=1.P(Cl)(Cl)(Cl)=[O:40], predict the reaction product. The product is: [Br:19][C:20]1[CH:21]=[CH:22][C:23]2[N:24]([C:28]([CH:29]([C:31]3[CH:36]=[CH:35][C:34]4[N:33]([CH:9]=[C:10]([NH:14][C:15]([CH:16]5[CH2:17][CH2:18]5)=[O:40])[N:11]=4)[N:32]=3)[CH3:30])=[N:27][N:26]=2)[CH:25]=1.[Cl:1][C:2]1[N:7]=[N:6][C:5]([CH2:8][CH2:9][C:10]2[N:14]3[CH:15]=[CH:16][CH:17]=[CH:18][C:13]3=[N:12][N:11]=2)=[CH:4][CH:3]=1. (2) Given the reactants [CH3:1][O:2][C:3]1[CH:11]=[CH:10][C:9](Br)=[C:8]2[C:4]=1[CH:5]=[CH:6][NH:7]2.[OH-].[NH4+].[CH3:15][N:16](C=O)C, predict the reaction product. The product is: [CH3:1][O:2][C:3]1[CH:11]=[CH:10][C:9]([C:15]#[N:16])=[C:8]2[C:4]=1[CH:5]=[CH:6][NH:7]2. (3) Given the reactants [OH:1][C:2]1([C:22]([F:25])([F:24])[F:23])[N:6]([C:7]2[CH:15]=[CH:14][C:10]([C:11]([OH:13])=[O:12])=[CH:9][N:8]=2)[N:5]=[C:4]([C:16]2[CH:17]=[N:18][CH:19]=[CH:20][CH:21]=2)[CH2:3]1.[N:26]1([CH2:32][CH2:33][O:34][C:35]2[C:44]3[C:39](=[CH:40][CH:41]=[CH:42][CH:43]=3)[C:38](N)=[CH:37][CH:36]=2)[CH2:31]CC[CH2:28][CH2:27]1.C[N:47](C)CCCN=C=NCC.O.ON1C2C=CC=CC=2N=N1.[C:68](=[O:71])(O)[O-].[Na+], predict the reaction product. The product is: [OH:1][C:2]1([C:22]([F:25])([F:24])[F:23])[N:6]([C:7]2[CH:15]=[CH:14][C:10]([C:11]([OH:13])=[O:12])=[CH:9][N:8]=2)[N:5]=[C:4]([C:16]2[CH:17]=[N:18][CH:19]=[CH:20][CH:21]=2)[CH2:3]1.[OH:1][C:2]1([C:22]([F:24])([F:25])[F:23])[N:6]([C:7]2[CH:15]=[CH:14][C:10]([C:11]([NH2:47])=[O:13])=[C:9]([C:38]3[C:39]4[C:44](=[CH:43][CH:42]=[CH:41][CH:40]=4)[C:35]([O:34][CH2:33][CH2:32][N:26]4[CH2:31][CH2:68][O:71][CH2:28][CH2:27]4)=[CH:36][CH:37]=3)[N:8]=2)[N:5]=[C:4]([C:16]2[CH:17]=[N:18][CH:19]=[CH:20][CH:21]=2)[CH2:3]1. (4) The product is: [C:17]([O:16][C:14]([NH:1][C@H:2]([CH2:3][C:4]1[CH:5]=[CH:6][C:7]([NH:10][C:35]([C:36]2[CH:41]=[CH:40][CH:39]=[CH:38][CH:37]=2)=[O:42])=[CH:8][CH:9]=1)[C:11]([OH:13])=[O:12])=[O:15])([CH3:20])([CH3:19])[CH3:18]. Given the reactants [NH:1]([C:14]([O:16][C:17]([CH3:20])([CH3:19])[CH3:18])=[O:15])[C@@H:2]([C:11]([OH:13])=[O:12])[CH2:3][C:4]1[CH:9]=[CH:8][C:7]([NH2:10])=[CH:6][CH:5]=1.FC(C(O)=O)(F)F.CCN(CC)CC.[C:35](Cl)(=[O:42])[C:36]1[CH:41]=[CH:40][CH:39]=[CH:38][CH:37]=1, predict the reaction product.